Dataset: Catalyst prediction with 721,799 reactions and 888 catalyst types from USPTO. Task: Predict which catalyst facilitates the given reaction. (1) Reactant: FC(F)(F)C(O)=O.[Cl:8][C:9]1[CH:14]=[CH:13][CH:12]=[CH:11][C:10]=1[N:15]1[CH:19]([C:20]2[CH:25]=[CH:24][CH:23]=[C:22]([C:26]3[CH2:27][CH2:28][NH:29][CH2:30][CH:31]=3)[CH:21]=2)[CH2:18][C:17]([C:32]([F:38])([F:37])[C:33]([F:36])([F:35])[F:34])=[N:16]1.C(N(CC)CC)C.[CH3:46][S:47](Cl)(=[O:49])=[O:48]. Product: [Cl:8][C:9]1[CH:14]=[CH:13][CH:12]=[CH:11][C:10]=1[N:15]1[CH:19]([C:20]2[CH:25]=[CH:24][CH:23]=[C:22]([C:26]3[CH2:27][CH2:28][N:29]([S:47]([CH3:46])(=[O:49])=[O:48])[CH2:30][CH:31]=3)[CH:21]=2)[CH2:18][C:17]([C:32]([F:38])([F:37])[C:33]([F:34])([F:35])[F:36])=[N:16]1. The catalyst class is: 4. (2) Product: [NH2:8][C@H:9]1[CH2:14][CH2:13][C@H:12]([N:15]2[C:23](=[O:24])[NH:22][C:21]3[C:16]2=[N:17][C:18]([C:30]2[CH:35]=[CH:34][CH:33]=[C:32]([OH:36])[CH:31]=2)=[N:19][C:20]=3[C:25]([NH2:37])=[O:27])[CH2:11][CH2:10]1. Reactant: C(OC([NH:8][C@H:9]1[CH2:14][CH2:13][C@H:12]([N:15]2[C:23](=[O:24])[NH:22][C:21]3[C:16]2=[N:17][C:18]([C:30]2[CH:35]=[CH:34][CH:33]=[C:32]([OH:36])[CH:31]=2)=[N:19][C:20]=3[C:25]([O:27]CC)=O)[CH2:11][CH2:10]1)=O)(C)(C)C.[NH2:37]C1C(C(OCC)=O)=NC(C2C=CC=C(O)C=2)=NC=1N[C@H]1CC[C@H](NC(OC(C)(C)C)=O)CC1. The catalyst class is: 4. (3) Reactant: [NH2:1][C:2]1[CH:11]=[CH:10][C:5]([C:6]([NH:8][CH3:9])=[O:7])=[C:4]([F:12])[CH:3]=1.Br[C:14]([CH3:19])([CH3:18])[C:15]([OH:17])=[O:16].ClCCl. Product: [F:12][C:4]1[CH:3]=[C:2]([NH:1][C:14]([CH3:19])([CH3:18])[C:15]([OH:17])=[O:16])[CH:11]=[CH:10][C:5]=1[C:6](=[O:7])[NH:8][CH3:9]. The catalyst class is: 66. (4) Reactant: [CH3:1][CH:2]([C:7]([O:9][CH3:10])=[O:8])[C:3]([O:5][CH3:6])=[O:4].N#N.[H-].[Na+].Br[CH2:16][C:17]1[CH:22]=[CH:21][CH:20]=[C:19]([F:23])[CH:18]=1. Product: [F:23][C:19]1[CH:18]=[C:17]([CH:22]=[CH:21][CH:20]=1)[CH2:16][C:2]([CH3:1])([C:7]([O:9][CH3:10])=[O:8])[C:3]([O:5][CH3:6])=[O:4]. The catalyst class is: 3. (5) Reactant: [Cl:1][C:2]1[CH:7]=[C:6]([Cl:8])[CH:5]=[CH:4][C:3]=1[CH2:9][O:10][C@@H:11]1[C@@H:17]([CH2:18][O:19][CH2:20][C:21]2[CH:26]=[CH:25][C:24]([Cl:27])=[CH:23][C:22]=2[Cl:28])[O:16][C@H:13](OC)[C@:12]1([CH3:30])[OH:29].Br.[Na].[Cl:33][C:34]1[N:39]=[CH:38][NH:37][C:36]2=[N:40][CH:41]=[CH:42][C:35]=12.C(#N)C. Product: [Cl:33][C:34]1[C:35]2[CH:42]=[CH:41][N:40]([C@@H:13]3[O:16][C@H:17]([CH2:18][O:19][CH2:20][C:21]4[CH:26]=[CH:25][C:24]([Cl:27])=[CH:23][C:22]=4[Cl:28])[C@@H:11]([O:10][CH2:9][C:3]4[CH:4]=[CH:5][C:6]([Cl:8])=[CH:7][C:2]=4[Cl:1])[C@@:12]3([CH3:30])[OH:29])[C:36]=2[N:37]=[CH:38][N:39]=1. The catalyst class is: 4. (6) Reactant: C(O)(C(F)(F)F)=O.C([O:12][C:13]([N:15]1[CH2:18][CH2:17][C@H:16]1[CH2:19][O:20][C:21]1[CH:22]=[C:23]([N:27]2[CH2:32][CH:31]3[CH:29]([CH2:30]3)[CH2:28]2)[CH:24]=[N:25][CH:26]=1)=[O:14])(C)(C)C.ClC(O[CH2:37][C:38]1[CH:43]=[CH:42][CH:41]=[CH:40][CH:39]=1)=O.[OH-].[Na+]. Product: [CH2:37]([O:12][C:13]([N:15]1[CH2:18][CH2:17][C@H:16]1[CH2:19][O:20][C:21]1[CH:22]=[C:23]([N:27]2[CH2:28][CH:29]3[CH:31]([CH2:30]3)[CH2:32]2)[CH:24]=[N:25][CH:26]=1)=[O:14])[C:38]1[CH:43]=[CH:42][CH:41]=[CH:40][CH:39]=1. The catalyst class is: 34.